Dataset: Peptide-MHC class II binding affinity with 134,281 pairs from IEDB. Task: Regression. Given a peptide amino acid sequence and an MHC pseudo amino acid sequence, predict their binding affinity value. This is MHC class II binding data. (1) The peptide sequence is AYVSRLLDDLVIV. The MHC is HLA-DPA10301-DPB10402 with pseudo-sequence HLA-DPA10301-DPB10402. The binding affinity (normalized) is 0.653. (2) The peptide sequence is VLAIVALVVATIIAI. The MHC is HLA-DQA10301-DQB10302 with pseudo-sequence HLA-DQA10301-DQB10302. The binding affinity (normalized) is 0. (3) The peptide sequence is GYTPATPAAPAGAEP. The MHC is DRB1_0405 with pseudo-sequence DRB1_0405. The binding affinity (normalized) is 0.254. (4) The peptide sequence is GELQIVDKIDAADKI. The MHC is DRB1_0101 with pseudo-sequence DRB1_0101. The binding affinity (normalized) is 0.411. (5) The peptide sequence is TKPFRMVSLVTSFLL. The MHC is DRB1_0101 with pseudo-sequence DRB1_0101. The binding affinity (normalized) is 0.840. (6) The peptide sequence is TMKNKAWMVHRQWFF. The MHC is DRB1_1501 with pseudo-sequence DRB1_1501. The binding affinity (normalized) is 0.554. (7) The peptide sequence is EVIPTAFKIGKTYTP. The MHC is HLA-DPA10103-DPB10201 with pseudo-sequence HLA-DPA10103-DPB10201. The binding affinity (normalized) is 0.230.